From a dataset of Forward reaction prediction with 1.9M reactions from USPTO patents (1976-2016). Predict the product of the given reaction. (1) Given the reactants Cl[C:2]1[C:7]([C:8]#[N:9])=[C:6]([OH:10])[N:5]=[C:4]([CH3:11])[CH:3]=1.O1CCCC1.[CH3:17][NH2:18], predict the reaction product. The product is: [OH:10][C:6]1[N:5]=[C:4]([CH3:11])[CH:3]=[C:2]([NH:18][CH3:17])[C:7]=1[C:8]#[N:9]. (2) Given the reactants [CH3:1][O:2][CH2:3][CH2:4][CH2:5][N:6]1[C:11]2[CH:12]=[C:13]([CH2:16][O:17][C@H:18]3[CH2:23][N:22]([S:24]([C:27]4[CH:32]=[CH:31][C:30]([CH3:33])=[CH:29][CH:28]=4)(=[O:26])=[O:25])[C@H:21]([CH2:34][CH2:35][C:36]([OH:38])=[O:37])[CH2:20][CH2:19]3)[CH:14]=[CH:15][C:10]=2[O:9][CH2:8][CH2:7]1.[CH3:39][Si](C=[N+]=[N-])(C)C, predict the reaction product. The product is: [CH3:1][O:2][CH2:3][CH2:4][CH2:5][N:6]1[C:11]2[CH:12]=[C:13]([CH2:16][O:17][C@H:18]3[CH2:23][N:22]([S:24]([C:27]4[CH:28]=[CH:29][C:30]([CH3:33])=[CH:31][CH:32]=4)(=[O:25])=[O:26])[C@H:21]([CH2:34][CH2:35][C:36]([O:38][CH3:39])=[O:37])[CH2:20][CH2:19]3)[CH:14]=[CH:15][C:10]=2[O:9][CH2:8][CH2:7]1. (3) Given the reactants [N:1]1[C:5]2[CH:6]=[CH:7][CH:8]=[CH:9][C:4]=2[NH:3][C:2]=1[CH2:10][C:11]#[N:12].[N:13]([O-])=[O:14].[Na+], predict the reaction product. The product is: [NH:1]1[C:5]2[CH:6]=[CH:7][CH:8]=[CH:9][C:4]=2[N:3]=[C:2]1[C:10](=[N:13][OH:14])[C:11]#[N:12]. (4) Given the reactants [CH3:1][C:2]1[C:6]([CH3:7])=[C:5]([NH:8][C:9](=[O:16])OCC(Cl)(Cl)Cl)[O:4][N:3]=1.[S:17]1[CH:21]=[CH:20][C:19]([C:22]2[CH:23]=[C:24]([N:28]3[CH2:33][CH2:32][NH:31][CH2:30][CH2:29]3)[CH:25]=[CH:26][CH:27]=2)=[CH:18]1.C(N(C(C)C)CC)(C)C.O, predict the reaction product. The product is: [CH3:1][C:2]1[C:6]([CH3:7])=[C:5]([NH:8][C:9]([N:31]2[CH2:32][CH2:33][N:28]([C:24]3[CH:25]=[CH:26][CH:27]=[C:22]([C:19]4[CH:20]=[CH:21][S:17][CH:18]=4)[CH:23]=3)[CH2:29][CH2:30]2)=[O:16])[O:4][N:3]=1. (5) Given the reactants CC1C=CC(S([O:11][CH2:12][CH2:13][CH2:14][N:15]2[CH2:20][CH2:19][CH:18]([C:21]([OH:34])([C:28]3[CH:33]=[CH:32][CH:31]=[CH:30][CH:29]=3)[C:22]3[CH:27]=[CH:26][CH:25]=[CH:24][CH:23]=3)[CH2:17][CH2:16]2)(=O)=O)=CC=1.[C:35]([C:39]1[CH:44]=[CH:43][C:42](O)=[CH:41][CH:40]=1)([CH3:38])([CH3:37])[CH3:36].C(#N)C, predict the reaction product. The product is: [C:35]([C:39]1[CH:44]=[CH:43][C:42]([O:11][CH2:12][CH2:13][CH2:14][N:15]2[CH2:16][CH2:17][CH:18]([C:21]([C:28]3[CH:33]=[CH:32][CH:31]=[CH:30][CH:29]=3)([C:22]3[CH:27]=[CH:26][CH:25]=[CH:24][CH:23]=3)[OH:34])[CH2:19][CH2:20]2)=[CH:41][CH:40]=1)([CH3:38])([CH3:37])[CH3:36]. (6) Given the reactants [Br:1][C:2]1[CH:13]=[CH:12][C:5]([C:6](N(OC)C)=[O:7])=[C:4]([CH3:14])[CH:3]=1.[CH3:15][Mg]Cl.[Cl-].[NH4+], predict the reaction product. The product is: [Br:1][C:2]1[CH:13]=[CH:12][C:5]([C:6](=[O:7])[CH3:15])=[C:4]([CH3:14])[CH:3]=1. (7) Given the reactants [NH2:1][C:2](=[O:19])[C:3]([C:17]#[N:18])=[C:4]([NH:7][C:8]1[CH:9]=[C:10]([CH:14]=[CH:15][CH:16]=1)C(O)=O)SC.[OH2:20].[NH2:21][NH2:22].C[CH2:24][OH:25], predict the reaction product. The product is: [NH2:18][C:17]1[NH:22][N:21]=[C:4]([NH:7][C:8]2[CH:16]=[CH:15][C:14]([C:24]([OH:25])=[O:20])=[CH:10][CH:9]=2)[C:3]=1[C:2](=[O:19])[NH2:1]. (8) The product is: [Cl:1][S:2]([C:19]1[CH:18]=[CH:17][C:9]([O:10][CH2:11][C:12]([O:14][CH2:15][CH3:16])=[O:13])=[CH:8][C:7]=1[CH3:6])(=[O:5])=[O:3]. Given the reactants [Cl:1][S:2]([OH:5])(=O)=[O:3].[CH3:6][C:7]1[CH:8]=[C:9]([CH:17]=[CH:18][CH:19]=1)[O:10][CH2:11][C:12]([O:14][CH2:15][CH3:16])=[O:13], predict the reaction product.